This data is from Reaction yield outcomes from USPTO patents with 853,638 reactions. The task is: Predict the reaction yield, written as a fraction of the theoretical maximum amount of product (1.0 means a 100% yield; for example, 0.34 means a 34% yield). (1) The reactants are [Cl:1][C:2]1[CH:3]=[CH:4][C:5]([C:16]2[N:17]=[N:18][N:19]([CH2:21][Si](C)(C)C)[CH:20]=2)=[C:6]([C:8]2[CH:13]=[C:12]([O:14][CH3:15])[N:11]=[CH:10][N:9]=2)[CH:7]=1.O.CCCC[N+](CCCC)(CCCC)CCCC.[F-]. The catalyst is C1COCC1.CCOC(C)=O. The yield is 0.980. The product is [Cl:1][C:2]1[CH:3]=[CH:4][C:5]([C:16]2[N:17]=[N:18][N:19]([CH3:21])[CH:20]=2)=[C:6]([C:8]2[CH:13]=[C:12]([O:14][CH3:15])[N:11]=[CH:10][N:9]=2)[CH:7]=1. (2) The reactants are [Cl:1][C:2]1[C:7]([O:8][CH3:9])=[CH:6][C:5]([O:10][CH3:11])=[C:4]([Cl:12])[C:3]=1[C:13]1[C:24](=[O:25])[N:23]([CH2:26][CH2:27][N:28]([CH:35]2[CH2:38][N:37]([C:39](=[O:42])[CH:40]=[CH2:41])[CH2:36]2)C(=O)C(F)(F)F)[C:16]2[N:17]=[C:18]([NH:21][CH3:22])[N:19]=[CH:20][C:15]=2[CH:14]=1.C([O-])([O-])=O.[K+].[K+]. The catalyst is CO.O. The product is [Cl:12][C:4]1[C:5]([O:10][CH3:11])=[CH:6][C:7]([O:8][CH3:9])=[C:2]([Cl:1])[C:3]=1[C:13]1[C:24](=[O:25])[N:23]([CH2:26][CH2:27][NH:28][CH:35]2[CH2:36][N:37]([C:39](=[O:42])[CH:40]=[CH2:41])[CH2:38]2)[C:16]2[N:17]=[C:18]([NH:21][CH3:22])[N:19]=[CH:20][C:15]=2[CH:14]=1. The yield is 0.290. (3) The reactants are [Cl:1][C:2]1[N:7]=[C:6](Cl)[CH:5]=[CH:4][N:3]=1.C(N(CC)CC)C.[NH:16]1[CH2:21][CH2:20][O:19][CH2:18][CH2:17]1. The catalyst is C(O)C. The product is [Cl:1][C:2]1[N:7]=[C:6]([N:16]2[CH2:21][CH2:20][O:19][CH2:18][CH2:17]2)[CH:5]=[CH:4][N:3]=1. The yield is 0.900. (4) The reactants are [F:1][C:2]1[CH:7]=[CH:6][C:5]([O:8][CH3:9])=[C:4]([O:10][CH3:11])[CH:3]=1.[Li]CCCC.Cl.C[CH2:19][O:20]C(C)=O. The catalyst is C1COCC1. The product is [F:1][C:2]1[C:3]([CH:19]=[O:20])=[C:4]([O:10][CH3:11])[C:5]([O:8][CH3:9])=[CH:6][CH:7]=1. The yield is 0.820.